From a dataset of Forward reaction prediction with 1.9M reactions from USPTO patents (1976-2016). Predict the product of the given reaction. (1) Given the reactants [CH3:1][N:2]1[C:10]2[C:9](=[O:11])[N:8]([CH2:12][CH2:13][O:14][C:15]3[CH:20]=[CH:19][C:18]([CH2:21][CH:22]([O:26][CH2:27][CH3:28])[C:23]([OH:25])=[O:24])=[CH:17][CH:16]=3)[C:7]([CH3:29])=[N:6][C:5]=2[C:4]([CH2:30][CH2:31][CH3:32])=[N:3]1.[NH2:33][C:34]([CH2:39][OH:40])([CH2:37][OH:38])[CH2:35][OH:36], predict the reaction product. The product is: [NH2:33][C:34]([CH2:39][OH:40])([CH2:37][OH:38])[CH2:35][OH:36].[CH3:1][N:2]1[C:10]2[C:9](=[O:11])[N:8]([CH2:12][CH2:13][O:14][C:15]3[CH:20]=[CH:19][C:18]([CH2:21][CH:22]([O:26][CH2:27][CH3:28])[C:23]([OH:25])=[O:24])=[CH:17][CH:16]=3)[C:7]([CH3:29])=[N:6][C:5]=2[C:4]([CH2:30][CH2:31][CH3:32])=[N:3]1.[CH3:1][N:2]1[C:10]2[C:9](=[O:11])[N:8]([CH2:12][CH2:13][O:14][C:15]3[CH:20]=[CH:19][C:18]([CH2:21][CH:22]([O:26][CH2:27][CH3:28])[C:23]([OH:25])=[O:24])=[CH:17][CH:16]=3)[C:7]([CH3:29])=[N:6][C:5]=2[C:4]([CH2:30][CH2:31][CH3:32])=[N:3]1. (2) Given the reactants Cl[C:2]1[N:7]=[CH:6][N:5]=[C:4]([NH:8][C:9]2[CH:17]=[CH:16][C:12]([C:13]([OH:15])=[O:14])=[CH:11][CH:10]=2)[CH:3]=1, predict the reaction product. The product is: [N:7]1[CH:2]=[CH:3][C:4]([NH:8][C:9]2[CH:10]=[CH:11][C:12]([C:13]([OH:15])=[O:14])=[CH:16][CH:17]=2)=[N:5][CH:6]=1.